From a dataset of Peptide-MHC class II binding affinity with 134,281 pairs from IEDB. Regression. Given a peptide amino acid sequence and an MHC pseudo amino acid sequence, predict their binding affinity value. This is MHC class II binding data. (1) The peptide sequence is WKSDMSKLLNLKSDL. The MHC is DRB1_1501 with pseudo-sequence DRB1_1501. The binding affinity (normalized) is 0.550. (2) The peptide sequence is LVNLLIFHINGKIIK. The MHC is DRB1_0301 with pseudo-sequence DRB1_0301. The binding affinity (normalized) is 0. (3) The peptide sequence is EKKYFAATQFEPLMA. The MHC is HLA-DQA10501-DQB10301 with pseudo-sequence HLA-DQA10501-DQB10301. The binding affinity (normalized) is 0.102. (4) The peptide sequence is TWYGKPTGAGPKDNG. The MHC is HLA-DPA10201-DPB10101 with pseudo-sequence HLA-DPA10201-DPB10101. The binding affinity (normalized) is 0.0268.